Dataset: TCR-epitope binding with 47,182 pairs between 192 epitopes and 23,139 TCRs. Task: Binary Classification. Given a T-cell receptor sequence (or CDR3 region) and an epitope sequence, predict whether binding occurs between them. (1) The epitope is FTISVTTEIL. The TCR CDR3 sequence is GRQVDQPQHF. Result: 1 (the TCR binds to the epitope). (2) The epitope is YLDAYNMMI. The TCR CDR3 sequence is CSVERAGLAGGYEQYF. Result: 1 (the TCR binds to the epitope). (3) The epitope is ILHCANFNV. The TCR CDR3 sequence is CASSVTGGFTDTQYF. Result: 0 (the TCR does not bind to the epitope).